Dataset: NCI-60 drug combinations with 297,098 pairs across 59 cell lines. Task: Regression. Given two drug SMILES strings and cell line genomic features, predict the synergy score measuring deviation from expected non-interaction effect. (1) Drug 1: C1CC(C1)(C(=O)O)C(=O)O.[NH2-].[NH2-].[Pt+2]. Drug 2: C1=CC=C(C(=C1)C(C2=CC=C(C=C2)Cl)C(Cl)Cl)Cl. Cell line: LOX IMVI. Synergy scores: CSS=11.7, Synergy_ZIP=-0.364, Synergy_Bliss=3.87, Synergy_Loewe=-4.35, Synergy_HSA=-2.50. (2) Synergy scores: CSS=43.8, Synergy_ZIP=13.7, Synergy_Bliss=12.3, Synergy_Loewe=-26.4, Synergy_HSA=10.6. Cell line: SF-539. Drug 2: CC1=C2C(C(=O)C3(C(CC4C(C3C(C(C2(C)C)(CC1OC(=O)C(C(C5=CC=CC=C5)NC(=O)C6=CC=CC=C6)O)O)OC(=O)C7=CC=CC=C7)(CO4)OC(=O)C)O)C)OC(=O)C. Drug 1: CC1=CC=C(C=C1)C2=CC(=NN2C3=CC=C(C=C3)S(=O)(=O)N)C(F)(F)F. (3) Drug 1: CS(=O)(=O)C1=CC(=C(C=C1)C(=O)NC2=CC(=C(C=C2)Cl)C3=CC=CC=N3)Cl. Drug 2: C1CN(CCN1C(=O)CCBr)C(=O)CCBr. Cell line: DU-145. Synergy scores: CSS=16.9, Synergy_ZIP=-4.92, Synergy_Bliss=1.37, Synergy_Loewe=-5.59, Synergy_HSA=-0.581. (4) Drug 1: C1CN1P(=S)(N2CC2)N3CC3. Drug 2: COC1=NC(=NC2=C1N=CN2C3C(C(C(O3)CO)O)O)N. Cell line: RXF 393. Synergy scores: CSS=3.53, Synergy_ZIP=-1.76, Synergy_Bliss=-1.49, Synergy_Loewe=-0.901, Synergy_HSA=-1.08. (5) Drug 1: CCC(=C(C1=CC=CC=C1)C2=CC=C(C=C2)OCCN(C)C)C3=CC=CC=C3.C(C(=O)O)C(CC(=O)O)(C(=O)O)O. Drug 2: CC1C(C(CC(O1)OC2CC(OC(C2O)C)OC3=CC4=CC5=C(C(=O)C(C(C5)C(C(=O)C(C(C)O)O)OC)OC6CC(C(C(O6)C)O)OC7CC(C(C(O7)C)O)OC8CC(C(C(O8)C)O)(C)O)C(=C4C(=C3C)O)O)O)O. Cell line: DU-145. Synergy scores: CSS=21.0, Synergy_ZIP=2.29, Synergy_Bliss=5.11, Synergy_Loewe=-23.2, Synergy_HSA=2.98. (6) Drug 1: CC1=CC2C(CCC3(C2CCC3(C(=O)C)OC(=O)C)C)C4(C1=CC(=O)CC4)C. Drug 2: C1=NC2=C(N=C(N=C2N1C3C(C(C(O3)CO)O)F)Cl)N. Cell line: MDA-MB-231. Synergy scores: CSS=6.42, Synergy_ZIP=-11.7, Synergy_Bliss=-10.6, Synergy_Loewe=-39.9, Synergy_HSA=-18.6. (7) Drug 1: CC1=C2C(C(=O)C3(C(CC4C(C3C(C(C2(C)C)(CC1OC(=O)C(C(C5=CC=CC=C5)NC(=O)OC(C)(C)C)O)O)OC(=O)C6=CC=CC=C6)(CO4)OC(=O)C)OC)C)OC. Drug 2: C(CC(=O)O)C(=O)CN.Cl. Cell line: NCI-H322M. Synergy scores: CSS=48.7, Synergy_ZIP=-7.71, Synergy_Bliss=-4.10, Synergy_Loewe=-1.88, Synergy_HSA=0.891. (8) Drug 1: CC(C1=C(C=CC(=C1Cl)F)Cl)OC2=C(N=CC(=C2)C3=CN(N=C3)C4CCNCC4)N. Drug 2: CN1C(=O)N2C=NC(=C2N=N1)C(=O)N. Cell line: KM12. Synergy scores: CSS=5.24, Synergy_ZIP=-2.97, Synergy_Bliss=-9.18, Synergy_Loewe=-50.1, Synergy_HSA=-10.1. (9) Drug 1: CC1=C(C(=CC=C1)Cl)NC(=O)C2=CN=C(S2)NC3=CC(=NC(=N3)C)N4CCN(CC4)CCO. Drug 2: CC1C(C(CC(O1)OC2CC(CC3=C2C(=C4C(=C3O)C(=O)C5=C(C4=O)C(=CC=C5)OC)O)(C(=O)CO)O)N)O.Cl. Cell line: HL-60(TB). Synergy scores: CSS=46.3, Synergy_ZIP=-0.355, Synergy_Bliss=-0.992, Synergy_Loewe=-2.49, Synergy_HSA=0.738. (10) Drug 1: CC1=C(N=C(N=C1N)C(CC(=O)N)NCC(C(=O)N)N)C(=O)NC(C(C2=CN=CN2)OC3C(C(C(C(O3)CO)O)O)OC4C(C(C(C(O4)CO)O)OC(=O)N)O)C(=O)NC(C)C(C(C)C(=O)NC(C(C)O)C(=O)NCCC5=NC(=CS5)C6=NC(=CS6)C(=O)NCCC[S+](C)C)O. Drug 2: C1=NC2=C(N1)C(=S)N=CN2. Cell line: HOP-92. Synergy scores: CSS=42.4, Synergy_ZIP=-11.3, Synergy_Bliss=-14.5, Synergy_Loewe=-7.69, Synergy_HSA=-5.42.